Dataset: Full USPTO retrosynthesis dataset with 1.9M reactions from patents (1976-2016). Task: Predict the reactants needed to synthesize the given product. (1) Given the product [CH3:1][NH:2][C:3]1[C:8]([Br:13])=[CH:7][C:6]([C:9]([F:12])([F:10])[F:11])=[CH:5][N:4]=1, predict the reactants needed to synthesize it. The reactants are: [CH3:1][NH:2][C:3]1[CH:8]=[CH:7][C:6]([C:9]([F:12])([F:11])[F:10])=[CH:5][N:4]=1.[Br:13]N1C(=O)CCC1=O.[Cl-].[NH4+]. (2) Given the product [F:32][C:29]([F:30])([F:31])[C:28]1[O:27][C:26]([C:33]2[CH:38]=[CH:37][CH:36]=[CH:35][C:34]=2[C:39]([F:42])([F:41])[F:40])=[N:25][C:24]=1[C:22]([NH:21][CH2:20][CH2:19][C:18]([NH:17][C:14]1[CH:13]=[CH:12][C:11]([C@H:8]2[CH2:9][CH2:10][C@H:5]([CH2:4][C:3]([OH:44])=[O:2])[CH2:6][CH2:7]2)=[CH:16][CH:15]=1)=[O:43])=[O:23], predict the reactants needed to synthesize it. The reactants are: C[O:2][C:3](=[O:44])[CH2:4][C@H:5]1[CH2:10][CH2:9][C@H:8]([C:11]2[CH:16]=[CH:15][C:14]([NH:17][C:18](=[O:43])[CH2:19][CH2:20][NH:21][C:22]([C:24]3[N:25]=[C:26]([C:33]4[CH:38]=[CH:37][CH:36]=[CH:35][C:34]=4[C:39]([F:42])([F:41])[F:40])[O:27][C:28]=3[C:29]([F:32])([F:31])[F:30])=[O:23])=[CH:13][CH:12]=2)[CH2:7][CH2:6]1.[OH-].[Na+].